From a dataset of Full USPTO retrosynthesis dataset with 1.9M reactions from patents (1976-2016). Predict the reactants needed to synthesize the given product. (1) Given the product [F:26][C:20]1[C:21]([F:25])=[CH:22][CH:23]=[CH:24][C:19]=1[CH2:18][NH:17][C:15](=[O:16])[N:14]([C@@H:10]([CH2:11][CH:12]=[CH2:13])[CH2:9][OH:8])[CH3:27], predict the reactants needed to synthesize it. The reactants are: [Si]([O:8][CH2:9][C@@H:10]([N:14]([CH3:27])[C:15]([NH:17][CH2:18][C:19]1[CH:24]=[CH:23][CH:22]=[C:21]([F:25])[C:20]=1[F:26])=[O:16])[CH2:11][CH:12]=[CH2:13])(C(C)(C)C)(C)C.Cl. (2) Given the product [CH3:12][N:7]1[C:8](=[O:11])[CH:9]=[CH:10][C:5]([C:3]([NH:14][NH2:15])=[O:2])=[CH:6]1, predict the reactants needed to synthesize it. The reactants are: C[O:2][C:3]([C:5]1[CH:10]=[CH:9][C:8](=[O:11])[N:7]([CH3:12])[CH:6]=1)=O.O.[NH2:14][NH2:15]. (3) Given the product [ClH:3].[CH3:4][N:5]([CH3:13])[CH2:6]/[CH:7]=[CH:8]/[C:9]([OH:11])=[O:10], predict the reactants needed to synthesize it. The reactants are: [OH-].[Na+].[ClH:3].[CH3:4][N:5]([CH3:13])[CH2:6]/[CH:7]=[CH:8]/[C:9]([O:11]C)=[O:10].Cl. (4) Given the product [OH:5][C:6]1[CH:15]=[C:14]2[C:9]([C:10](=[O:22])[C:11]([C:16]3[CH:21]=[CH:20][CH:19]=[CH:18][CH:17]=3)=[C:12]([C:46]([O:38][CH2:35][CH3:36])=[O:47])[O:13]2)=[CH:8][CH:7]=1, predict the reactants needed to synthesize it. The reactants are: B(F)(F)F.[OH:5][C:6]1[CH:15]=[C:14]2[C:9]([C:10](=[O:22])[C:11]([C:16]3[CH:21]=[CH:20][CH:19]=[CH:18][CH:17]=3)=[CH:12][O:13]2)=[CH:8][CH:7]=1.C(C(C1C=[CH:36][C:35]([OH:38])=CC=1O)=O)C1C=CC=CC=1.C1([C:46](CC2C=CC=CC=2)=[O:47])C=CC=CC=1.